From a dataset of Forward reaction prediction with 1.9M reactions from USPTO patents (1976-2016). Predict the product of the given reaction. (1) Given the reactants C([O-])(=O)C.[K+].[Br:6]Br.[NH2:8][C:9]1[N:14]=[C:13]([C:15]2[CH:20]=[CH:19][C:18]([Cl:21])=[C:17]([F:22])[C:16]=2[F:23])[N:12]=[C:11]([C:24]([O:26][CH3:27])=[O:25])[CH:10]=1, predict the reaction product. The product is: [NH2:8][C:9]1[N:14]=[C:13]([C:15]2[CH:20]=[CH:19][C:18]([Cl:21])=[C:17]([F:22])[C:16]=2[F:23])[N:12]=[C:11]([C:24]([O:26][CH3:27])=[O:25])[C:10]=1[Br:6]. (2) Given the reactants Cl.[NH2:2][C@@H:3]1[CH2:8][CH2:7][CH2:6][CH2:5][C@H:4]1[CH2:9][OH:10].C(N(CC)CC)C.[Cl:18][C:19]1[S:23][C:22]([S:24](Cl)(=[O:26])=[O:25])=[CH:21][CH:20]=1, predict the reaction product. The product is: [Cl:18][C:19]1[S:23][C:22]([S:24]([NH:2][C@@H:3]2[CH2:8][CH2:7][CH2:6][CH2:5][C@H:4]2[CH2:9][OH:10])(=[O:26])=[O:25])=[CH:21][CH:20]=1.